Dataset: Catalyst prediction with 721,799 reactions and 888 catalyst types from USPTO. Task: Predict which catalyst facilitates the given reaction. The catalyst class is: 11. Reactant: Cl[C:2]1[C:11]([O:12][CH2:13][C:14]([F:17])([F:16])[F:15])=C(Cl)[C:9]2[C:4](=[CH:5][CH:6]=[C:7]([C:19]([C:31]3[N:35]([CH3:36])[CH:34]=[N:33][CH:32]=3)([C:21]3[CH:22]=[N:23][C:24]([C:27]([F:30])([F:29])[F:28])=[CH:25][CH:26]=3)[OH:20])[CH:8]=2)[N:3]=1.[CH3:37][O-:38].[Na+].[CH2:40]([Cl:42])Cl. Product: [Cl:42][C:40]1[C:9]2[C:4](=[CH:5][CH:6]=[C:7]([C:19]([C:31]3[N:35]([CH3:36])[CH:34]=[N:33][CH:32]=3)([C:21]3[CH:22]=[N:23][C:24]([C:27]([F:28])([F:30])[F:29])=[CH:25][CH:26]=3)[OH:20])[CH:8]=2)[N:3]=[C:2]([O:38][CH3:37])[C:11]=1[O:12][CH2:13][C:14]([F:16])([F:17])[F:15].